Dataset: Forward reaction prediction with 1.9M reactions from USPTO patents (1976-2016). Task: Predict the product of the given reaction. (1) Given the reactants CC([N:5]([C@H:9]([CH2:19][N:20]1[C:28](=[O:29])[C:27]2[C:22](=[CH:23][CH:24]=[CH:25][CH:26]=2)[C:21]1=[O:30])[CH2:10][C:11]1[C:16]([F:17])=[CH:15][CH:14]=[CH:13][C:12]=1[F:18])C(=O)[O-])(C)C.Cl.O1CCOCC1, predict the reaction product. The product is: [NH2:5][C@@H:9]([CH2:10][C:11]1[C:12]([F:18])=[CH:13][CH:14]=[CH:15][C:16]=1[F:17])[CH2:19][N:20]1[C:21](=[O:30])[C:22]2[C:27](=[CH:26][CH:25]=[CH:24][CH:23]=2)[C:28]1=[O:29]. (2) Given the reactants [C:1]([O:5][C:6]([N:8]1[CH2:13][CH2:12][N:11]([C:14]2[N:22]([CH2:23][C:24]#[C:25][CH3:26])[C:21]3[C:20](=[O:27])[NH:19][C:18](=[O:28])[NH:17][C:16]=3[N:15]=2)[CH2:10][CH2:9]1)=[O:7])([CH3:4])([CH3:3])[CH3:2].C(=O)([O-])[O-].[K+].[K+].Br[CH2:36][C:37]([O:39][CH3:40])=[O:38], predict the reaction product. The product is: [C:1]([O:5][C:6]([N:8]1[CH2:9][CH2:10][N:11]([C:14]2[N:22]([CH2:23][C:24]#[C:25][CH3:26])[C:21]3[C:20](=[O:27])[NH:19][C:18](=[O:28])[N:17]([CH2:36][C:37]([O:39][CH3:40])=[O:38])[C:16]=3[N:15]=2)[CH2:12][CH2:13]1)=[O:7])([CH3:4])([CH3:2])[CH3:3]. (3) Given the reactants [Cl:1][C:2]1[CH:15]=[C:14]([C:16]2([CH3:21])[O:20][CH2:19][CH2:18][O:17]2)[C:5]([O:6][CH:7]([CH3:13])[C:8]([O:10][CH2:11][CH3:12])=[O:9])=[C:4]([CH:22]=C)[C:3]=1[F:24].[O:25]=[O+][O-], predict the reaction product. The product is: [Cl:1][C:2]1[CH:15]=[C:14]([C:16]2([CH3:21])[O:20][CH2:19][CH2:18][O:17]2)[C:5]([O:6][CH:7]([CH3:13])[C:8]([O:10][CH2:11][CH3:12])=[O:9])=[C:4]([CH:22]=[O:25])[C:3]=1[F:24]. (4) Given the reactants [CH2:1]([S:8][C:9]1[CH:14]=[CH:13][C:12](/[CH:15]=[CH:16]/[N+:17]([O-:19])=[O:18])=[CH:11][CH:10]=1)[C:2]1[CH:7]=[CH:6][CH:5]=[CH:4][CH:3]=1.CS(C)=O.[BH4-].[Na+].O, predict the reaction product. The product is: [CH2:1]([S:8][C:9]1[CH:14]=[CH:13][C:12]([CH2:15][CH2:16][N+:17]([O-:19])=[O:18])=[CH:11][CH:10]=1)[C:2]1[CH:7]=[CH:6][CH:5]=[CH:4][CH:3]=1. (5) Given the reactants [Li][C:2]([CH3:5])([CH3:4])[CH3:3].I[C:7]1[C:15]2[C:10](=[CH:11][C:12]([C:16]([C:18]3[CH:23]=[CH:22][CH:21]=[CH:20][CH:19]=3)=[CH2:17])=[CH:13][CH:14]=2)[N:9]([CH2:24][O:25][CH2:26][CH2:27][Si:28]([CH3:31])([CH3:30])[CH3:29])[N:8]=1.[C:32](=O)(O)[O-].[Na+].[CH2:37]1[CH2:41]OC[CH2:38]1, predict the reaction product. The product is: [C:18]1([C:16]([C:12]2[CH:11]=[C:10]3[C:15]([C:7]([CH:32]=[CH:3][C:2]4[CH:5]=[CH:41][CH:37]=[CH:38][CH:4]=4)=[N:8][N:9]3[CH2:24][O:25][CH2:26][CH2:27][Si:28]([CH3:31])([CH3:30])[CH3:29])=[CH:14][CH:13]=2)=[CH2:17])[CH:23]=[CH:22][CH:21]=[CH:20][CH:19]=1. (6) Given the reactants Cl[C:2]1[N:7]=[CH:6][C:5]2[C:8]([CH3:16])([CH3:15])[C:9](=[O:14])[N:10]([CH:11]3[CH2:13][CH2:12]3)[C:4]=2[CH:3]=1.CN(C)S([N:22]1[CH:26]=[C:25]([Sn](CCCC)(CCCC)CCCC)[N:24]=[CH:23]1)(=O)=O, predict the reaction product. The product is: [CH:11]1([N:10]2[C:4]3[CH:3]=[C:2]([C:26]4[N:22]=[CH:23][NH:24][CH:25]=4)[N:7]=[CH:6][C:5]=3[C:8]([CH3:16])([CH3:15])[C:9]2=[O:14])[CH2:13][CH2:12]1. (7) Given the reactants [CH3:1][O:2][C:3]1[C:12]([O:13][CH3:14])=[N:11][C:10]2[C:9]([C:15](Cl)=[O:16])=[C:8]([CH3:18])[C:7]([N+:19]([O-:21])=[O:20])=[CH:6][C:5]=2[N:4]=1.Cl.[C:23]([O:27][C:28](=[O:32])[CH2:29][CH2:30][NH2:31])([CH3:26])([CH3:25])[CH3:24], predict the reaction product. The product is: [CH3:1][O:2][C:3]1[C:12]([O:13][CH3:14])=[N:11][C:10]2[C:9]([C:15]([NH:31][CH2:30][CH2:29][C:28]([O:27][C:23]([CH3:26])([CH3:25])[CH3:24])=[O:32])=[O:16])=[C:8]([CH3:18])[C:7]([N+:19]([O-:21])=[O:20])=[CH:6][C:5]=2[N:4]=1.